Dataset: Full USPTO retrosynthesis dataset with 1.9M reactions from patents (1976-2016). Task: Predict the reactants needed to synthesize the given product. (1) Given the product [CH3:25][O:24][C:22]([N:13]1[CH2:14][CH2:15][CH:16]([C:18]([OH:20])=[O:19])[CH2:17][CH:12]1[C:3]1[CH:4]=[CH:5][C:6]([C:8]([F:11])([F:9])[F:10])=[CH:7][C:2]=1[CH3:1])=[O:23], predict the reactants needed to synthesize it. The reactants are: [CH3:1][C:2]1[CH:7]=[C:6]([C:8]([F:11])([F:10])[F:9])[CH:5]=[CH:4][C:3]=1[CH:12]1[CH2:17][CH:16]([C:18]([O:20]C)=[O:19])[CH2:15][CH2:14][N:13]1[C:22]([O:24][CH3:25])=[O:23].[Br-].[Li+].C(N(CC)CC)C. (2) Given the product [NH2:1][C:2]1[C:3]([C:15]([NH2:17])=[O:16])=[CH:4][C:5]2[C:13]3[C:8](=[CH:9][CH:10]=[CH:11][CH:12]=3)[N:7]([CH2:25][C:26]3([NH:29][C:30](=[O:36])[O:31][C:32]([CH3:35])([CH3:34])[CH3:33])[CH2:27][CH2:28]3)[C:6]=2[N:14]=1, predict the reactants needed to synthesize it. The reactants are: [NH2:1][C:2]1[C:3]([C:15]([NH2:17])=[O:16])=[CH:4][C:5]2[C:13]3[C:8](=[CH:9][CH:10]=[CH:11][CH:12]=3)[NH:7][C:6]=2[N:14]=1.C(=O)([O-])[O-].[Cs+].[Cs+].I[CH2:25][C:26]1([NH:29][C:30](=[O:36])[O:31][C:32]([CH3:35])([CH3:34])[CH3:33])[CH2:28][CH2:27]1. (3) Given the product [C:35]([O:34][C:32]([NH:31][C@@H:27]1[CH2:28][CH2:29][CH2:30][N:25]([C:3]2[C:2]([CH:39]3[CH2:41][CH2:40]3)=[CH:7][N:6]=[C:5]3[N:8]([C:18]([O:20][C:21]([CH3:24])([CH3:22])[CH3:23])=[O:19])[CH:9]=[C:10]([NH:11][C:12](=[O:17])[CH2:13][CH2:14][O:15][CH3:16])[C:4]=23)[CH2:26]1)=[O:33])([CH3:38])([CH3:36])[CH3:37], predict the reactants needed to synthesize it. The reactants are: Br[C:2]1[C:3]([N:25]2[CH2:30][CH2:29][CH2:28][C@@H:27]([NH:31][C:32]([O:34][C:35]([CH3:38])([CH3:37])[CH3:36])=[O:33])[CH2:26]2)=[C:4]2[C:10]([NH:11][C:12](=[O:17])[CH2:13][CH2:14][O:15][CH3:16])=[CH:9][N:8]([C:18]([O:20][C:21]([CH3:24])([CH3:23])[CH3:22])=[O:19])[C:5]2=[N:6][CH:7]=1.[CH:39]1(B(O)O)[CH2:41][CH2:40]1.C1(P(C2CCCCC2)C2CCCCC2)CCCCC1.[O-]P([O-])([O-])=O.[K+].[K+].[K+]. (4) Given the product [ClH:1].[C:19]([O:23][C:24](=[O:40])[C@H:25]([CH2:34][CH2:35][CH2:36][NH:37][CH:38]=[N:39][O:6][CH2:2][CH3:3])[NH:26][C:27]([O:29][C:30]([CH3:31])([CH3:32])[CH3:33])=[O:28])([CH3:20])([CH3:21])[CH3:22].[C:19]([O:23][C:24](=[O:40])[C@H:25]([CH2:34][CH2:35][CH2:36][NH:37][C:38]#[N:39])[NH:26][C:27]([O:29][C:30]([CH3:31])([CH3:32])[CH3:33])=[O:28])([CH3:20])([CH3:21])[CH3:22], predict the reactants needed to synthesize it. The reactants are: [ClH:1].[C:2]([O:6]C(=O)[C@H](CCCNCOC=N)N)(C)(C)[CH3:3].[C:19]([O:23][C:24](=[O:40])[C@H:25]([CH2:34][CH2:35][CH2:36][NH:37][C:38]#[N:39])[NH:26][C:27]([O:29][C:30]([CH3:33])([CH3:32])[CH3:31])=[O:28])([CH3:22])([CH3:21])[CH3:20]. (5) Given the product [F:24][C:25]1[CH:30]=[CH:29][C:28]([N:31]2[C:5]([C:7]3[CH:17]=[C:16]([O:18][CH3:19])[C:10]4[O:11][CH2:12][C:13](=[O:15])[NH:14][C:9]=4[CH:8]=3)=[CH:4][C:3]([C:2]([F:22])([F:21])[F:1])=[N:32]2)=[C:27]([CH3:33])[CH:26]=1, predict the reactants needed to synthesize it. The reactants are: [F:1][C:2]([F:22])([F:21])[C:3](=O)[CH2:4][C:5]([C:7]1[CH:17]=[C:16]([O:18][CH3:19])[C:10]2[O:11][CH2:12][C:13](=[O:15])[NH:14][C:9]=2[CH:8]=1)=O.Cl.[F:24][C:25]1[CH:30]=[CH:29][C:28]([NH:31][NH2:32])=[C:27]([CH3:33])[CH:26]=1. (6) The reactants are: [CH3:1][N:2]([CH2:4][C:5]1[C:13]2[O:12][N:11]=[C:10]([CH2:14][CH2:15][CH:16]3[CH2:21][CH2:20][NH:19][CH2:18][CH2:17]3)[C:9]=2[CH:8]=[CH:7][C:6]=1[O:22][CH2:23][CH:24]1[CH2:26][CH2:25]1)[CH3:3].Cl[C:28]1[N:33]=[CH:32][CH:31]=[CH:30][N:29]=1.O.[F-].C([N+](CCCC)(CCCC)CCCC)CCC.[OH-].[Na+]. Given the product [CH3:1][N:2]([CH2:4][C:5]1[C:13]2[O:12][N:11]=[C:10]([CH2:14][CH2:15][CH:16]3[CH2:21][CH2:20][N:19]([C:28]4[N:33]=[CH:32][CH:31]=[CH:30][N:29]=4)[CH2:18][CH2:17]3)[C:9]=2[CH:8]=[CH:7][C:6]=1[O:22][CH2:23][CH:24]1[CH2:25][CH2:26]1)[CH3:3], predict the reactants needed to synthesize it. (7) Given the product [OH:9][N:8]=[C:7]([Cl:15])[C:6]1[CH:10]=[CH:11][CH:12]=[C:4]([O:3][C:2]([F:13])([F:14])[F:1])[CH:5]=1, predict the reactants needed to synthesize it. The reactants are: [F:1][C:2]([F:14])([F:13])[O:3][C:4]1[CH:5]=[C:6]([CH:10]=[CH:11][CH:12]=1)[CH:7]=[N:8][OH:9].[Cl:15]N1C(=O)CCC1=O. (8) Given the product [CH3:25][N:24]([CH3:26])[CH2:23][CH2:22][N:15]1[C:14](=[O:27])[C:13]2[CH:28]=[C:9]([NH:8][C:6]([NH2:5])=[O:7])[CH:10]=[C:11]3[C:12]=2[C:17](=[CH:18][CH:19]=[CH:20]3)[C:16]1=[O:21], predict the reactants needed to synthesize it. The reactants are: ClC(Cl)(Cl)C([NH:5][C:6]([NH:8][C:9]1[CH:10]=[C:11]2[CH:20]=[CH:19][CH:18]=[C:17]3[C:12]2=[C:13]([CH:28]=1)[C:14](=[O:27])[N:15]([CH2:22][CH2:23][N:24]([CH3:26])[CH3:25])[C:16]3=[O:21])=[O:7])=O.C([O-])([O-])=O.[K+].[K+].CO. (9) Given the product [C:42]([O:41][C:39]([C:35]1[CH:34]=[C:33]([C:2]2[CH:3]=[CH:4][C:5]([CH2:6][NH:7][S:8]([C:11]3[CH:16]=[C:15]([S:17]([C:20]4[CH:21]=[CH:22][CH:23]=[CH:24][CH:25]=4)(=[O:19])=[O:18])[CH:14]=[CH:13][C:12]=3[C:26]([F:27])([F:28])[F:29])(=[O:9])=[O:10])=[CH:30][CH:31]=2)[CH:38]=[CH:37][CH:36]=1)=[O:40])([CH3:45])([CH3:44])[CH3:43], predict the reactants needed to synthesize it. The reactants are: Br[C:2]1[CH:31]=[CH:30][C:5]([CH2:6][NH:7][S:8]([C:11]2[CH:16]=[C:15]([S:17]([C:20]3[CH:25]=[CH:24][CH:23]=[CH:22][CH:21]=3)(=[O:19])=[O:18])[CH:14]=[CH:13][C:12]=2[C:26]([F:29])([F:28])[F:27])(=[O:10])=[O:9])=[CH:4][CH:3]=1.B(O)(O)[C:33]1[CH:38]=[CH:37][CH:36]=[C:35]([C:39]([O:41][C:42]([CH3:45])([CH3:44])[CH3:43])=[O:40])[CH:34]=1.C(=O)([O-])[O-].[Na+].[Na+].